This data is from Catalyst prediction with 721,799 reactions and 888 catalyst types from USPTO. The task is: Predict which catalyst facilitates the given reaction. (1) Reactant: [Cl:1][C:2]1[CH:7]=[C:6]([C:8]2[CH:13]=[CH:12][C:11]([Cl:14])=[CH:10][CH:9]=2)[CH:5]=[CH:4][C:3]=1[CH:15]([C:21]([C:23]1([Cl:26])[CH2:25][CH2:24]1)=[O:22])C(OCC)=O.[Li+].[Cl-].O. Product: [Cl:1][C:2]1[CH:7]=[C:6]([C:8]2[CH:9]=[CH:10][C:11]([Cl:14])=[CH:12][CH:13]=2)[CH:5]=[CH:4][C:3]=1[CH2:15][C:21]([C:23]1([Cl:26])[CH2:24][CH2:25]1)=[O:22]. The catalyst class is: 16. (2) Reactant: O[CH:2]=[C:3]1[C:11]2[C:6](=[CH:7][C:8]([C:12]([C:14]3[CH:15]=[C:16]([NH:20][C:21]([C:23]4[C:24]([CH3:30])=[N:25][N:26]([CH2:28][CH3:29])[CH:27]=4)=[O:22])[CH:17]=[CH:18][CH:19]=3)=[O:13])=[CH:9][CH:10]=2)[NH:5][C:4]1=[O:31].[CH3:32][N:33]1[CH2:38][CH2:37][N:36]([C:39]2[CH:44]=[CH:43][C:42]([NH2:45])=[CH:41][CH:40]=2)[CH2:35][CH2:34]1. Product: [CH3:32][N:33]1[CH2:34][CH2:35][N:36]([C:39]2[CH:44]=[CH:43][C:42]([NH:45][CH:2]=[C:3]3[C:11]4[C:6](=[CH:7][C:8]([C:12]([C:14]5[CH:15]=[C:16]([NH:20][C:21]([C:23]6[C:24]([CH3:30])=[N:25][N:26]([CH2:28][CH3:29])[CH:27]=6)=[O:22])[CH:17]=[CH:18][CH:19]=5)=[O:13])=[CH:9][CH:10]=4)[NH:5][C:4]3=[O:31])=[CH:41][CH:40]=2)[CH2:37][CH2:38]1. The catalyst class is: 1. (3) The catalyst class is: 152. Reactant: [CH2:1]([CH:8]([C:16]([OH:18])=[O:17])[C:9]([CH2:14][CH3:15])(O)[C:10]([OH:12])=O)[C:2]1[CH:7]=[CH:6][CH:5]=[CH:4][CH:3]=1. Product: [CH2:1]([C:8]1[C:16]([O:18][C:10](=[O:12])[C:9]=1[CH2:14][CH3:15])=[O:17])[C:2]1[CH:3]=[CH:4][CH:5]=[CH:6][CH:7]=1. (4) Reactant: [H-].[Na+].[Br:3][C:4]1[CH:10]=[C:9]([N+:11]([O-:13])=[O:12])[C:7]([NH2:8])=[C:6]([CH3:14])[CH:5]=1.[CH3:15]I.O. Product: [Br:3][C:4]1[CH:10]=[C:9]([N+:11]([O-:13])=[O:12])[C:7]([NH:8][CH3:15])=[C:6]([CH3:14])[CH:5]=1. The catalyst class is: 3. (5) Reactant: C([Sn](CCCC)(CCCC)[C:6]1[N:11]=[CH:10][CH:9]=[CH:8][N:7]=1)CCC.C([Li])CCC.[F:25][C:26]1[CH:27]=[C:28]([CH:37]=[CH:38][C:39]=1[C:40]([F:43])([F:42])[F:41])/[CH:29]=[N:30]/[S@:31]([C:33]([CH3:36])([CH3:35])[CH3:34])=[O:32]. Product: [F:25][C:26]1[CH:27]=[C:28]([C@@H:29]([C:6]2[N:7]=[CH:8][CH:9]=[CH:10][N:11]=2)[NH:30][S@:31]([C:33]([CH3:36])([CH3:35])[CH3:34])=[O:32])[CH:37]=[CH:38][C:39]=1[C:40]([F:43])([F:42])[F:41]. The catalyst class is: 1.